The task is: Regression. Given a peptide amino acid sequence and an MHC pseudo amino acid sequence, predict their binding affinity value. This is MHC class I binding data.. This data is from Peptide-MHC class I binding affinity with 185,985 pairs from IEDB/IMGT. (1) The peptide sequence is ETDDYMFFV. The MHC is HLA-A24:03 with pseudo-sequence HLA-A24:03. The binding affinity (normalized) is 0.0847. (2) The peptide sequence is AVDWYQQRI. The MHC is HLA-A02:11 with pseudo-sequence HLA-A02:11. The binding affinity (normalized) is 0.0847. (3) The MHC is HLA-A30:01 with pseudo-sequence HLA-A30:01. The binding affinity (normalized) is 0.0847. The peptide sequence is EVIPMFSAL. (4) The peptide sequence is SPRYIFTML. The MHC is HLA-A03:01 with pseudo-sequence HLA-A03:01. The binding affinity (normalized) is 0.0847. (5) The peptide sequence is AVHGYYIGY. The MHC is HLA-A02:03 with pseudo-sequence HLA-A02:03. The binding affinity (normalized) is 0.0847.